Task: Regression. Given two drug SMILES strings and cell line genomic features, predict the synergy score measuring deviation from expected non-interaction effect.. Dataset: NCI-60 drug combinations with 297,098 pairs across 59 cell lines (1) Drug 1: CC12CCC3C(C1CCC2=O)CC(=C)C4=CC(=O)C=CC34C. Drug 2: B(C(CC(C)C)NC(=O)C(CC1=CC=CC=C1)NC(=O)C2=NC=CN=C2)(O)O. Cell line: CAKI-1. Synergy scores: CSS=12.1, Synergy_ZIP=-2.06, Synergy_Bliss=-4.58, Synergy_Loewe=-2.34, Synergy_HSA=-3.66. (2) Drug 1: CNC(=O)C1=NC=CC(=C1)OC2=CC=C(C=C2)NC(=O)NC3=CC(=C(C=C3)Cl)C(F)(F)F. Drug 2: C(CC(=O)O)C(=O)CN.Cl. Cell line: SK-OV-3. Synergy scores: CSS=5.64, Synergy_ZIP=-5.03, Synergy_Bliss=-5.17, Synergy_Loewe=-9.44, Synergy_HSA=-6.49. (3) Drug 1: CN(CCCl)CCCl.Cl. Drug 2: C1=NNC2=C1C(=O)NC=N2. Cell line: NCI-H522. Synergy scores: CSS=21.2, Synergy_ZIP=0.924, Synergy_Bliss=1.17, Synergy_Loewe=-8.13, Synergy_HSA=0.141. (4) Synergy scores: CSS=12.5, Synergy_ZIP=-7.85, Synergy_Bliss=-7.62, Synergy_Loewe=-0.772, Synergy_HSA=-0.617. Drug 1: C1CN(P(=O)(OC1)NCCCl)CCCl. Drug 2: C1C(C(OC1N2C=NC3=C2NC=NCC3O)CO)O. Cell line: CCRF-CEM. (5) Drug 1: CN1CCC(CC1)COC2=C(C=C3C(=C2)N=CN=C3NC4=C(C=C(C=C4)Br)F)OC. Drug 2: C1=CC(=CC=C1C#N)C(C2=CC=C(C=C2)C#N)N3C=NC=N3. Cell line: NCI/ADR-RES. Synergy scores: CSS=11.3, Synergy_ZIP=-2.19, Synergy_Bliss=4.03, Synergy_Loewe=2.03, Synergy_HSA=3.78. (6) Drug 1: C1=CC(=CC=C1CCCC(=O)O)N(CCCl)CCCl. Drug 2: CC1CCC2CC(C(=CC=CC=CC(CC(C(=O)C(C(C(=CC(C(=O)CC(OC(=O)C3CCCCN3C(=O)C(=O)C1(O2)O)C(C)CC4CCC(C(C4)OC)O)C)C)O)OC)C)C)C)OC. Cell line: RXF 393. Synergy scores: CSS=13.7, Synergy_ZIP=-9.40, Synergy_Bliss=-11.9, Synergy_Loewe=-10.1, Synergy_HSA=-5.52. (7) Drug 1: CCC1=CC2CC(C3=C(CN(C2)C1)C4=CC=CC=C4N3)(C5=C(C=C6C(=C5)C78CCN9C7C(C=CC9)(C(C(C8N6C)(C(=O)OC)O)OC(=O)C)CC)OC)C(=O)OC.C(C(C(=O)O)O)(C(=O)O)O. Drug 2: CCC1(CC2CC(C3=C(CCN(C2)C1)C4=CC=CC=C4N3)(C5=C(C=C6C(=C5)C78CCN9C7C(C=CC9)(C(C(C8N6C=O)(C(=O)OC)O)OC(=O)C)CC)OC)C(=O)OC)O.OS(=O)(=O)O. Cell line: SK-MEL-2. Synergy scores: CSS=65.2, Synergy_ZIP=1.09, Synergy_Bliss=2.71, Synergy_Loewe=-13.8, Synergy_HSA=5.63.